This data is from Forward reaction prediction with 1.9M reactions from USPTO patents (1976-2016). The task is: Predict the product of the given reaction. (1) Given the reactants Cl.[CH3:2][NH:3][CH3:4].C(N(CC)C(C)C)(C)C.[C:14]([NH:18][C:19]([C:21]1[S:54][C:24]2[N:25]=[C:26]([C:48]3[CH:53]=[CH:52][CH:51]=[CH:50][CH:49]=3)[N:27]=[C:28]([C:29]3[CH:34]=[CH:33][CH:32]=[C:31]([NH:35][C:36]([O:38]C4C=CC([N+]([O-])=O)=CC=4)=O)[CH:30]=3)[C:23]=2[C:22]=1[NH2:55])=[O:20])([CH3:17])([CH3:16])[CH3:15], predict the reaction product. The product is: [C:14]([NH:18][C:19]([C:21]1[S:54][C:24]2[N:25]=[C:26]([C:48]3[CH:53]=[CH:52][CH:51]=[CH:50][CH:49]=3)[N:27]=[C:28]([C:29]3[CH:34]=[CH:33][CH:32]=[C:31]([NH:35][C:36]([N:3]([CH3:4])[CH3:2])=[O:38])[CH:30]=3)[C:23]=2[C:22]=1[NH2:55])=[O:20])([CH3:17])([CH3:15])[CH3:16]. (2) Given the reactants [CH:1]([NH2:4])([CH3:3])[CH3:2].[CH3:5][O:6][C:7]1[C:12]([CH3:13])=[CH:11][N:10]=[C:9]([CH2:14][N:15]2[N:43]=[C:19]3[CH2:20][C:21](=O)[C:22]4[CH2:23][S:24][N:25]=[C:26]([N:27](C(OC(C)(C)C)=O)C(OC(C)(C)C)=O)[C:17]([C:18]=43)=[N:16]2)[C:8]=1[CH3:44].O1CCCC1.C([BH3-])#N.[Na+], predict the reaction product. The product is: [CH:1]([NH:4][CH:21]1[C:22]2[CH2:23][S:24][N:25]=[C:26]([NH2:27])[C:17]3=[N:16][N:15]([CH2:14][C:9]4[C:8]([CH3:44])=[C:7]([O:6][CH3:5])[C:12]([CH3:13])=[CH:11][N:10]=4)[N:43]=[C:19]([C:18]=23)[CH2:20]1)([CH3:3])[CH3:2].